From a dataset of Forward reaction prediction with 1.9M reactions from USPTO patents (1976-2016). Predict the product of the given reaction. (1) The product is: [Cl:1][C:2]1[CH:3]=[CH:4][C:5]([C:8]2[N:16]([C:17]3[CH:22]=[CH:21][C:20]([Cl:23])=[CH:19][C:18]=3[Cl:24])[C:15]3[CH2:14][CH2:13][N:12]([C:11]4[CH:10]=[CH:15][CH:14]=[CH:13][N:12]=4)[C:11](=[O:25])[C:10]=3[C:9]=2[CH3:26])=[CH:6][CH:7]=1. Given the reactants [Cl:1][C:2]1[CH:7]=[CH:6][C:5]([C:8]2[N:16]([C:17]3[CH:22]=[CH:21][C:20]([Cl:23])=[CH:19][C:18]=3[Cl:24])[C:15]3[CH2:14][CH2:13][NH:12][C:11](=[O:25])[C:10]=3[C:9]=2[CH3:26])=[CH:4][CH:3]=1.[H-].[K+], predict the reaction product. (2) The product is: [Cl:1][C:2]1[CH:3]=[N:4][C:5]([C:8]2[CH:33]=[CH:32][C:11]([CH2:12][N:13]3[C:14]4[CH:19]=[C:18]([O:20][CH2:21][C:22]5[CH:27]=[CH:26][C:25]([CH3:28])=[CH:24][N:23]=5)[CH:17]=[CH:16][C:15]=4[N:29]=[C:36]3[C@H:37]3[CH2:38][CH2:39][CH2:40][CH2:41][C@H:42]3[C:34]([OH:44])=[O:35])=[CH:10][CH:9]=2)=[N:6][CH:7]=1. Given the reactants [Cl:1][C:2]1[CH:3]=[N:4][C:5]([C:8]2[CH:33]=[CH:32][C:11]([CH2:12][NH:13][C:14]3[CH:19]=[C:18]([O:20][CH2:21][C:22]4[CH:27]=[CH:26][C:25]([CH3:28])=[CH:24][N:23]=4)[CH:17]=[CH:16][C:15]=3[N+:29]([O-])=O)=[CH:10][CH:9]=2)=[N:6][CH:7]=1.[C:34]1(=[O:44])[C@@H:42]2[C@@H:37]([CH2:38][CH2:39][CH2:40][CH2:41]2)[C:36](=O)[O:35]1.S(S([O-])=O)([O-])=O.[Na+].[Na+].Cl.C([O-])(O)=O.[Na+], predict the reaction product. (3) Given the reactants [OH:1][CH2:2][C@@H:3]1[C@@H:8]([OH:9])[C@H:7]([OH:10])[C@@H:6]([OH:11])[CH:5]([O:12][CH3:13])[O:4]1.[H-].[Na+].[CH2:16](Br)[C:17]1[CH:22]=[CH:21][CH:20]=[CH:19][CH:18]=1, predict the reaction product. The product is: [CH2:16]([O:9][C@H:8]1[C@H:7]([O:10][CH2:16][C:17]2[CH:22]=[CH:21][CH:20]=[CH:19][CH:18]=2)[C@@H:6]([O:11][CH2:16][C:17]2[CH:22]=[CH:21][CH:20]=[CH:19][CH:18]=2)[CH:5]([O:12][CH3:13])[O:4][C@@H:3]1[CH2:2][O:1][CH2:16][C:17]1[CH:22]=[CH:21][CH:20]=[CH:19][CH:18]=1)[C:17]1[CH:22]=[CH:21][CH:20]=[CH:19][CH:18]=1.